This data is from Full USPTO retrosynthesis dataset with 1.9M reactions from patents (1976-2016). The task is: Predict the reactants needed to synthesize the given product. (1) Given the product [F:24][C:18]1[CH:19]=[C:20]([F:23])[CH:21]=[CH:22][C:17]=1[NH:16][C:13]1[CH:14]=[CH:15][C:10]([C:8]([C:6]2[CH:7]=[C:2](/[CH:36]=[CH:35]/[C:31]3([OH:34])[CH2:32][CH2:33][N:28]([CH3:27])[CH2:29][CH2:30]3)[CH:3]=[CH:4][C:5]=2[O:25][CH3:26])=[O:9])=[CH:11][CH:12]=1, predict the reactants needed to synthesize it. The reactants are: Br[C:2]1[CH:3]=[CH:4][C:5]([O:25][CH3:26])=[C:6]([C:8]([C:10]2[CH:15]=[CH:14][C:13]([NH:16][C:17]3[CH:22]=[CH:21][C:20]([F:23])=[CH:19][C:18]=3[F:24])=[CH:12][CH:11]=2)=[O:9])[CH:7]=1.[CH3:27][N:28]1[CH2:33][CH2:32][C:31](/[CH:35]=[CH:36]/[Sn](CCCC)(CCCC)CCCC)([OH:34])[CH2:30][CH2:29]1. (2) The reactants are: [C:1]([OH:8])(=[O:7])/[CH:2]=[CH:3]\[C:4]([OH:6])=[O:5].[S:9]1[CH:13]=[CH:12][C:11]2[C:14]([N:18]3[CH2:23][CH2:22][N:21]([CH2:24][CH2:25][CH2:26][O:27]C4CC5C(=CC=CC=5)C(=O)N4C)[CH2:20][CH2:19]3)=[CH:15][CH:16]=[CH:17][C:10]1=2. Given the product [C:1]([OH:8])(=[O:7])/[CH:2]=[CH:3]\[C:4]([OH:6])=[O:5].[S:9]1[CH:13]=[CH:12][C:11]2[C:14]([N:18]3[CH2:23][CH2:22][N:21]([CH2:24][CH2:25][CH2:26][O:27][C:1]4[CH:2]=[C:3]5[C:10]([CH2:11][CH2:14][N:18]([CH3:19])[C:4]5=[O:6])=[CH:17][CH:16]=4)[CH2:20][CH2:19]3)=[CH:15][CH:16]=[CH:17][C:10]1=2, predict the reactants needed to synthesize it. (3) Given the product [Cl:11][C:12]1[CH:17]=[CH:16][C:15]([C:2]2[C:3](=[O:10])[N:4]([CH2:8][CH3:9])[CH:5]=[CH:6][N:7]=2)=[CH:14][CH:13]=1, predict the reactants needed to synthesize it. The reactants are: Br[C:2]1[C:3](=[O:10])[N:4]([CH2:8][CH3:9])[CH:5]=[CH:6][N:7]=1.[Cl:11][C:12]1[CH:17]=[CH:16][C:15](B(O)O)=[CH:14][CH:13]=1.C(=O)([O-])[O-].[Na+].[Na+].O. (4) Given the product [F:15][C:16]([F:25])([F:24])[C:17]1[CH:22]=[CH:21][CH:20]=[CH:19][C:18]=1[O:1][CH:2]1[CH2:3][CH2:4][N:5]([C:8]([O:10][C:11]([CH3:14])([CH3:13])[CH3:12])=[O:9])[CH2:6][CH2:7]1, predict the reactants needed to synthesize it. The reactants are: [OH:1][CH:2]1[CH2:7][CH2:6][N:5]([C:8]([O:10][C:11]([CH3:14])([CH3:13])[CH3:12])=[O:9])[CH2:4][CH2:3]1.[F:15][C:16]([F:25])([F:24])[C:17]1[CH:22]=[CH:21][CH:20]=[CH:19][C:18]=1O.C1(P(C2C=CC=CC=2)C2C=CC=CC=2)C=CC=CC=1.N(C(OCC)=O)=NC(OCC)=O. (5) The reactants are: [CH2:1]([NH:5][C:6]1[CH:11]=[C:10]([O:12][CH2:13][CH2:14][CH:15]([CH3:17])[CH3:16])[CH:9]=[CH:8][C:7]=1[NH:18][C:19](=O)[CH2:20][O:21][C:22]1[CH:27]=[CH:26][CH:25]=[C:24]([O:28][CH3:29])[CH:23]=1)[CH:2]([CH3:4])[CH3:3]. Given the product [CH2:1]([N:5]1[C:6]2[CH:11]=[C:10]([O:12][CH2:13][CH2:14][CH:15]([CH3:17])[CH3:16])[CH:9]=[CH:8][C:7]=2[N:18]=[C:19]1[CH2:20][O:21][C:22]1[CH:27]=[CH:26][CH:25]=[C:24]([O:28][CH3:29])[CH:23]=1)[CH:2]([CH3:4])[CH3:3], predict the reactants needed to synthesize it. (6) Given the product [CH3:6][O:7][CH:8]([O:12][CH3:13])[CH2:9][CH2:10][SiH2:15][CH:16]=[C:17]([CH3:19])[CH3:18], predict the reactants needed to synthesize it. The reactants are: [Mg].BrC(Br)C.[CH3:6][O:7][CH:8]([O:12][CH3:13])[CH2:9][CH2:10]Br.Cl[SiH2:15][CH:16]=[C:17]([CH3:19])[CH3:18]. (7) The reactants are: Cl.[CH2:2]([O:4][C:5]([CH:7]1[CH2:10][NH:9][CH2:8]1)=[O:6])[CH3:3].C(O[C:14]1(O[Si](C)(C)C)[CH2:16][CH2:15]1)C.C(O)(=O)C.C([BH3-])#N.[Na+]. Given the product [CH:14]1([N:9]2[CH2:10][CH:7]([C:5]([O:4][CH2:2][CH3:3])=[O:6])[CH2:8]2)[CH2:16][CH2:15]1, predict the reactants needed to synthesize it. (8) The reactants are: Br[C:2]1[CH:3]=[C:4]([CH:17]=[CH:18][C:19]=1[Cl:20])[C:5]([NH:7][C@@H:8]([C:10]1[CH:15]=[CH:14][CH:13]=[C:12]([Cl:16])[CH:11]=1)[CH3:9])=[O:6].C1(P(C2C=CC=CC=2)C2C3OC4C(=CC=CC=4P(C4C=CC=CC=4)C4C=CC=CC=4)C(C)(C)C=3C=CC=2)C=CC=CC=1.[C:63]1([SH:69])[CH:68]=[CH:67][CH:66]=[CH:65][CH:64]=1.C(N(C(C)C)C(C)C)C. Given the product [Cl:20][C:19]1[CH:18]=[CH:17][C:4]([C:5]([NH:7][C@@H:8]([C:10]2[CH:15]=[CH:14][CH:13]=[C:12]([Cl:16])[CH:11]=2)[CH3:9])=[O:6])=[CH:3][C:2]=1[S:69][C:63]1[CH:68]=[CH:67][CH:66]=[CH:65][CH:64]=1, predict the reactants needed to synthesize it.